Dataset: Full USPTO retrosynthesis dataset with 1.9M reactions from patents (1976-2016). Task: Predict the reactants needed to synthesize the given product. (1) Given the product [Br:1][C:2]1[CH:3]=[C:4]2[C:9](=[CH:10][CH:11]=1)[N:8]=[CH:7][C:6]([N+:12]([O-:14])=[O:13])=[C:5]2[NH:16][C:17]1[C:18]([CH3:23])=[N:19][N:20]([CH3:22])[CH:21]=1, predict the reactants needed to synthesize it. The reactants are: [Br:1][C:2]1[CH:3]=[C:4]2[C:9](=[CH:10][CH:11]=1)[N:8]=[CH:7][C:6]([N+:12]([O-:14])=[O:13])=[C:5]2Cl.[NH2:16][C:17]1[C:18]([CH3:23])=[N:19][N:20]([CH3:22])[CH:21]=1.CN1C(C)(C)CCCC1(C)C. (2) Given the product [CH3:1][N:2]1[C:10]2[C:5](=[CH:6][CH:7]=[CH:8][CH:9]=2)[CH2:4][C:3]1=[O:12], predict the reactants needed to synthesize it. The reactants are: [CH3:1][N:2]1[C:10]2[C:5](=[CH:6][CH:7]=[CH:8][CH:9]=2)[C:4](=O)[C:3]1=[O:12]. (3) Given the product [CH2:1]([O:8][C:9]([NH:19][CH2:20][C:21]([CH3:25])([CH3:24])[CH2:22][OH:23])=[O:11])[C:2]1[CH:3]=[CH:4][CH:5]=[CH:6][CH:7]=1, predict the reactants needed to synthesize it. The reactants are: [CH2:1]([O:8][C:9]([O:11]N1C(=O)CCC1=O)=O)[C:2]1[CH:7]=[CH:6][CH:5]=[CH:4][CH:3]=1.[NH2:19][CH2:20][C:21]([CH3:25])([CH3:24])[CH2:22][OH:23]. (4) Given the product [CH2:12]([O:14][C:15](=[O:28])[CH2:16][CH:17]1[CH2:26][CH2:25][C:24]2[C:19](=[CH:20][CH:21]=[C:22]([O:27][CH2:9][CH2:8][NH:7][C:6]([O:5][C:1]([CH3:4])([CH3:3])[CH3:2])=[O:11])[CH:23]=2)[CH2:18]1)[CH3:13], predict the reactants needed to synthesize it. The reactants are: [C:1]([O:5][C:6](=[O:11])[NH:7][CH2:8][CH2:9]Br)([CH3:4])([CH3:3])[CH3:2].[CH2:12]([O:14][C:15](=[O:28])[CH2:16][CH:17]1[CH2:26][CH2:25][C:24]2[C:19](=[CH:20][CH:21]=[C:22]([OH:27])[CH:23]=2)[CH2:18]1)[CH3:13].